From a dataset of Full USPTO retrosynthesis dataset with 1.9M reactions from patents (1976-2016). Predict the reactants needed to synthesize the given product. Given the product [O:19]=[C:13]([CH2:11][C:10](=[O:12])[CH2:9][O:2][C:3]1[CH:8]=[CH:7][CH:6]=[CH:5][CH:4]=1)[C:14]([O:16][CH2:17][CH3:18])=[O:15], predict the reactants needed to synthesize it. The reactants are: [Na].[O:2]([CH2:9][C:10](=[O:12])[CH3:11])[C:3]1[CH:8]=[CH:7][CH:6]=[CH:5][CH:4]=1.[C:13](OCC)(=[O:19])[C:14]([O:16][CH2:17][CH3:18])=[O:15].